Dataset: Reaction yield outcomes from USPTO patents with 853,638 reactions. Task: Predict the reaction yield, written as a fraction of the theoretical maximum amount of product (1.0 means a 100% yield; for example, 0.34 means a 34% yield). (1) The reactants are C(N1C=CN=C1)(N1C=CN=C1)=[O:2].[CH2:13]1[C:21]2[C:16](=[CH:17][CH:18]=[CH:19][CH:20]=2)[CH2:15][CH:14]1[C@H:22]1[NH:27][C:26](=[O:28])[C@@H:25]([C@@H:29]([CH3:32])[CH2:30][CH3:31])[N:24]([CH:33]([C:44]2[N:45]=[C:46]([CH3:49])[O:47][CH:48]=2)[C:34](NC2C=CC=CC=2O)=[O:35])[C:23]1=[O:50]. The catalyst is ClCCl. The product is [CH2:15]1[C:16]2[C:21](=[CH:20][CH:19]=[CH:18][CH:17]=2)[CH2:13][CH:14]1[C@H:22]1[NH:27][C:26](=[O:28])[C@@H:25]([C@@H:29]([CH3:32])[CH2:30][CH3:31])[N:24]([CH:33]([C:44]2[N:45]=[C:46]([CH3:49])[O:47][CH:48]=2)[C:34]([OH:35])=[O:2])[C:23]1=[O:50]. The yield is 0.730. (2) The product is [Cl:30][C:26]1[CH:25]=[C:24]([C:21]2[O:14][C:12]([NH:11][C:9]3[CH:10]=[C:5]([CH2:4][O:3][CH2:1][CH3:2])[CH:6]=[CH:7][C:8]=3[CH3:15])=[N:23][CH:22]=2)[CH:29]=[CH:28][N:27]=1. The reactants are [CH2:1]([O:3][CH2:4][C:5]1[CH:6]=[CH:7][C:8]([CH3:15])=[C:9]([NH:11][C:12](=[O:14])C)[CH:10]=1)[CH3:2].[H-].[Na+].ClC1O[C:21]([C:24]2[CH:29]=[CH:28][N:27]=[C:26]([Cl:30])[CH:25]=2)=[CH:22][N:23]=1. The yield is 0.830. The catalyst is CN(C=O)C. (3) The reactants are O[C:2]([C:10]1[CH:15]=[CH:14][C:13]([CH:16]2[CH2:22][CH2:21][CH2:20][CH2:19][CH2:18][CH2:17]2)=[CH:12][CH:11]=1)([CH3:9])[CH2:3][C:4]([O:6][CH2:7][CH3:8])=[O:5].C1(C)C=CC(S(O)(=O)=O)=CC=1. The catalyst is C1C=CC=CC=1.C([O-])(O)=O.[Na+]. The product is [CH:16]1([C:13]2[CH:12]=[CH:11][C:10]([C:2]([CH3:9])=[CH:3][C:4]([O:6][CH2:7][CH3:8])=[O:5])=[CH:15][CH:14]=2)[CH2:17][CH2:18][CH2:19][CH2:20][CH2:21][CH2:22]1. The yield is 0.429. (4) The product is [Cl:1][C:2]1[CH:10]=[CH:9][C:8]([C:11]2[NH:31][C:24]3[CH:29]=[CH:28][CH:27]=[CH:26][C:25]=3[N:30]=2)=[C:7]2[C:3]=1[CH:4]([OH:23])[N:5]([C:14]([CH3:22])([C:16]1[CH:21]=[CH:20][CH:19]=[CH:18][CH:17]=1)[CH3:15])[C:6]2=[O:13]. The reactants are [Cl:1][C:2]1[CH:10]=[CH:9][C:8]([CH:11]=O)=[C:7]2[C:3]=1[CH:4]([OH:23])[N:5]([C:14]([CH3:22])([C:16]1[CH:21]=[CH:20][CH:19]=[CH:18][CH:17]=1)[CH3:15])[C:6]2=[O:13].[C:24]1([NH2:31])[CH:29]=[CH:28][CH:27]=[CH:26][C:25]=1[NH2:30].CCCCCC. The catalyst is [N+](C1C=CC=CC=1)([O-])=O. The yield is 0.340. (5) The reactants are [CH2:1]([C:3]1[CH:10]=[C:9]([CH3:11])[CH:8]=[C:7]([CH2:12][CH3:13])[C:4]=1[CH2:5]O)[CH3:2].[BrH:14]. No catalyst specified. The product is [CH2:1]([C:3]1[CH:10]=[C:9]([CH3:11])[CH:8]=[C:7]([CH2:12][CH3:13])[C:4]=1[CH2:5][Br:14])[CH3:2]. The yield is 0.890. (6) The reactants are [C:1]([O:5][C@@H:6]([C:10]1[C:11]([CH3:41])=[N:12][C:13]2[N:14]([N:28]=[C:29]([C:31]3[NH:35][C:34]4[CH:36]=[CH:37][C:38](Cl)=[CH:39][C:33]=4[N:32]=3)[CH:30]=2)[C:15]=1[C:16]1[C:17]([CH3:27])=[C:18]2[C:23](=[C:24]([F:26])[CH:25]=1)[O:22][CH2:21][CH2:20][CH2:19]2)[C:7]([OH:9])=[O:8])([CH3:4])([CH3:3])[CH3:2].CC1(C)C(C)(C)OB([C:50]2[CH:55]=[CH:54][CH:53]=[CH:52][CH:51]=2)O1.[O-]P([O-])([O-])=O.[K+].[K+].[K+].C1(P(C2CCCCC2)C2C=CC=CC=2C2C(OC)=CC=CC=2OC)CCCCC1. The catalyst is CN(C=O)C.C([O-])(=O)C.[Pd+2].C([O-])(=O)C. The product is [C:1]([O:5][C@@H:6]([C:10]1[C:11]([CH3:41])=[N:12][C:13]2[N:14]([N:28]=[C:29]([C:31]3[NH:35][C:34]4[CH:36]=[CH:37][C:38]([C:50]5[CH:55]=[CH:54][CH:53]=[CH:52][CH:51]=5)=[CH:39][C:33]=4[N:32]=3)[CH:30]=2)[C:15]=1[C:16]1[C:17]([CH3:27])=[C:18]2[C:23](=[C:24]([F:26])[CH:25]=1)[O:22][CH2:21][CH2:20][CH2:19]2)[C:7]([OH:9])=[O:8])([CH3:4])([CH3:3])[CH3:2]. The yield is 0.532. (7) The product is [C:1]([NH:4][C:5]1[CH:9]=[C:8]([Cl:15])[NH:7][C:6]=1[C:10]([O:12][CH2:13][CH3:14])=[O:11])(=[O:3])[CH3:2]. The reactants are [C:1]([NH:4][C:5]1[CH:9]=[CH:8][NH:7][C:6]=1[C:10]([O:12][CH2:13][CH3:14])=[O:11])(=[O:3])[CH3:2].[Cl:15]N1C(=O)CCC1=O.O. The yield is 0.420. The catalyst is C(Cl)(Cl)Cl. (8) The reactants are [C:1]([CH:3]([NH:9][C:10](=O)[C:11]1[C:16]([F:17])=[CH:15][CH:14]=[CH:13][C:12]=1[F:18])[C:4]([O:6][CH2:7][CH3:8])=[O:5])#[N:2].COC1C=CC(P2(SP(C3C=CC(OC)=CC=3)(=S)S2)=[S:29])=CC=1. The catalyst is N1C=CC=CC=1. The product is [NH2:2][C:1]1[S:29][C:10]([C:11]2[C:16]([F:17])=[CH:15][CH:14]=[CH:13][C:12]=2[F:18])=[N:9][C:3]=1[C:4]([O:6][CH2:7][CH3:8])=[O:5]. The yield is 0.250. (9) The reactants are [CH2:1]([C:3]1[CH:4]=[C:5]2[C:9](=[CH:10][CH:11]=1)[NH:8][CH2:7][CH2:6]2)[CH3:2].[N+:12]([O-])([O-:14])=[O:13].[K+].[OH-].[Na+]. The catalyst is OS(O)(=O)=O. The product is [CH2:1]([C:3]1[CH:4]=[C:5]2[C:9](=[CH:10][C:11]=1[N+:12]([O-:14])=[O:13])[NH:8][CH2:7][CH2:6]2)[CH3:2]. The yield is 0.580.